From a dataset of Reaction yield outcomes from USPTO patents with 853,638 reactions. Predict the reaction yield, written as a fraction of the theoretical maximum amount of product (1.0 means a 100% yield; for example, 0.34 means a 34% yield). (1) The reactants are [Br:1][C:2]1[CH:11]=[C:10]2[C:5]([CH:6]=[CH:7][C:8](I)=[N:9]2)=[CH:4][CH:3]=1.C([Sn](CCCC)(CCCC)[C:18]([O:20]CC)=[CH2:19])CCC.Cl. The catalyst is Cl[Pd](Cl)([P](C1C=CC=CC=1)(C1C=CC=CC=1)C1C=CC=CC=1)[P](C1C=CC=CC=1)(C1C=CC=CC=1)C1C=CC=CC=1.O1CCOCC1. The product is [Br:1][C:2]1[CH:11]=[C:10]2[C:5]([CH:6]=[CH:7][C:8]([C:18](=[O:20])[CH3:19])=[N:9]2)=[CH:4][CH:3]=1. The yield is 0.660. (2) The reactants are [Br:1][C:2]1[CH:9]=[CH:8][CH:7]=[CH:6][C:3]=1[CH2:4][NH2:5].F[C:11]1[CH:19]=[N:18][CH:17]=[CH:16][C:12]=1[C:13]([OH:15])=[O:14]. No catalyst specified. The product is [Br:1][C:2]1[CH:9]=[CH:8][CH:7]=[CH:6][C:3]=1[CH2:4][NH:5][C:16]1[CH:17]=[N:18][CH:19]=[CH:11][C:12]=1[C:13]([OH:15])=[O:14]. The yield is 0.330. (3) The reactants are [Br:1][C:2]1[CH:8]=[CH:7][C:5]([NH2:6])=[C:4]([N+:9]([O-:11])=[O:10])[CH:3]=1.C(O)(C(F)(F)F)=O.[BH-](OC(C)=O)(OC(C)=O)OC(C)=O.[Na+].[CH3:33][S:34][C:35]1[O:36][C:37]2[CH:43]=[C:42]([CH:44]=O)[CH:41]=[CH:40][C:38]=2[N:39]=1. The catalyst is C(Cl)Cl. The product is [Br:1][C:2]1[CH:8]=[CH:7][C:5]([NH:6][CH2:44][C:42]2[CH:41]=[CH:40][C:38]3[N:39]=[C:35]([S:34][CH3:33])[O:36][C:37]=3[CH:43]=2)=[C:4]([N+:9]([O-:11])=[O:10])[CH:3]=1. The yield is 0.974. (4) The reactants are C[Al](C)C.[CH:5]([NH2:8])([CH3:7])[CH3:6].CO[C:11](=[O:33])[C:12]1[CH:17]=[CH:16][C:15]([NH:18][CH2:19][C:20]2[C:21]([C:26]3[CH:31]=[CH:30][C:29]([F:32])=[CH:28][CH:27]=3)=[N:22][O:23][C:24]=2[CH3:25])=[N:14][CH:13]=1.C(C(C(C([O-])=O)O)O)([O-])=O.[K+].[Na+]. The catalyst is O1CCOCC1. The product is [F:32][C:29]1[CH:30]=[CH:31][C:26]([C:21]2[C:20]([CH2:19][NH:18][C:15]3[CH:16]=[CH:17][C:12]([C:11]([NH:8][CH:5]([CH3:7])[CH3:6])=[O:33])=[CH:13][N:14]=3)=[C:24]([CH3:25])[O:23][N:22]=2)=[CH:27][CH:28]=1. The yield is 0.700. (5) The reactants are [Na].[CH3:2][C:3]([CH3:8])([CH3:7])[C:4](=O)[CH3:5].[CH2:9]([O:11][C:12](=[O:18])[C:13](OCC)=O)[CH3:10].C(O)(=O)C.O.[NH2:24][NH2:25]. No catalyst specified. The product is [C:3]([C:4]1[CH:5]=[C:13]([C:12]([O:11][CH2:9][CH3:10])=[O:18])[NH:25][N:24]=1)([CH3:8])([CH3:7])[CH3:2]. The yield is 0.500. (6) The reactants are [CH:1]1([C:4]([N:6]2[CH2:10][CH2:9][C@@H:8]([CH2:11][NH:12][C:13]3[C:14]([N+:21]([O-])=O)=[C:15]([CH:18]=[CH:19][CH:20]=3)[C:16]#[N:17])[CH2:7]2)=[O:5])[CH2:3][CH2:2]1. The catalyst is C(O)C.[Pd]. The product is [NH2:21][C:14]1[C:13]([NH:12][CH2:11][C@@H:8]2[CH2:9][CH2:10][N:6]([C:4]([CH:1]3[CH2:3][CH2:2]3)=[O:5])[CH2:7]2)=[CH:20][CH:19]=[CH:18][C:15]=1[C:16]#[N:17]. The yield is 0.810.